This data is from Forward reaction prediction with 1.9M reactions from USPTO patents (1976-2016). The task is: Predict the product of the given reaction. (1) Given the reactants C(OC(=O)[NH:7][CH:8]1[CH2:10][CH:9]1[C:11]1[S:12][CH:13]=[C:14]([C:16](=[O:24])[NH:17][CH:18]2[CH2:23][CH2:22][O:21][CH2:20][CH2:19]2)[CH:15]=1)(C)(C)C.[ClH:26].C(OCC)(=O)C, predict the reaction product. The product is: [ClH:26].[NH2:7][C@@H:8]1[CH2:10][C@H:9]1[C:11]1[S:12][CH:13]=[C:14]([C:16]([NH:17][CH:18]2[CH2:19][CH2:20][O:21][CH2:22][CH2:23]2)=[O:24])[CH:15]=1. (2) Given the reactants [NH:1]1[CH2:6][CH2:5][O:4][CH:3]([CH2:7][NH:8][C:9]([C:11]2[S:15][C:14]([C:16]3[CH:21]=[CH:20][C:19]([Cl:22])=[CH:18][CH:17]=3)=[N:13][C:12]=2[CH3:23])=[O:10])[CH2:2]1.[CH3:24][O:25][C:26]([C:28]1[CH:29]=[C:30](OB(O)O)[CH:31]=[CH:32][CH:33]=1)=[O:27], predict the reaction product. The product is: [Cl:22][C:19]1[CH:20]=[CH:21][C:16]([C:14]2[S:15][C:11]([C:9]([NH:8][CH2:7][CH:3]3[O:4][CH2:5][CH2:6][N:1]([C:32]4[CH:33]=[C:28]([CH:29]=[CH:30][CH:31]=4)[C:26]([O:25][CH3:24])=[O:27])[CH2:2]3)=[O:10])=[C:12]([CH3:23])[N:13]=2)=[CH:17][CH:18]=1.